From a dataset of Full USPTO retrosynthesis dataset with 1.9M reactions from patents (1976-2016). Predict the reactants needed to synthesize the given product. (1) Given the product [CH:10]1([C:2]2[CH:9]=[CH:8][CH:7]=[CH:6][C:3]=2[CH:4]=[O:5])[CH2:12][CH2:11]1, predict the reactants needed to synthesize it. The reactants are: Br[C:2]1[CH:9]=[CH:8][CH:7]=[CH:6][C:3]=1[CH:4]=[O:5].[CH:10]1(B(O)O)[CH2:12][CH2:11]1.P([O-])([O-])([O-])=O.[K+].[K+].[K+].C1(P(C2CCCCC2)C2CCCCC2)CCCCC1. (2) Given the product [C:1]([NH:4][C@@H:5]([CH2:10][SH:11])[C:6]([NH2:13])=[O:7])(=[O:3])[CH3:2], predict the reactants needed to synthesize it. The reactants are: [C:1]([NH:4][C@@H:5]([CH2:10][SH:11])[C:6](OC)=[O:7])(=[O:3])[CH3:2].[OH-].[NH4+:13].